Dataset: Forward reaction prediction with 1.9M reactions from USPTO patents (1976-2016). Task: Predict the product of the given reaction. (1) The product is: [CH3:9][O:10][C:11](=[O:40])/[C:12](/[NH:13][C:14](=[O:33])[C:15]1[CH:20]=[CH:19][C:18]([CH:21]([OH:31])/[CH:22]=[CH:23]/[C:24]2[CH:29]=[CH:28][CH:27]=[C:26]([OH:30])[CH:25]=2)=[CH:17][C:16]=1[Cl:32])=[CH:48]/[C:44]1[S:43][C:42]([CH3:41])=[N:46][C:45]=1[CH3:47]. Given the reactants CN(C)C(N(C)C)=N.[CH3:9][O:10][C:11](=[O:40])[CH:12](P(OC)(OC)=O)[NH:13][C:14](=[O:33])[C:15]1[CH:20]=[CH:19][C:18]([CH:21]([OH:31])/[CH:22]=[CH:23]/[C:24]2[CH:29]=[CH:28][CH:27]=[C:26]([OH:30])[CH:25]=2)=[CH:17][C:16]=1[Cl:32].[CH3:41][C:42]1[S:43][C:44]([CH:48]=O)=[C:45]([CH3:47])[N:46]=1, predict the reaction product. (2) Given the reactants [CH3:1][O:2][C:3](=[O:14])[C:4]1[CH:9]=[C:8]([N+:10]([O-:12])=[O:11])[CH:7]=[C:6](I)[CH:5]=1.[B:15]1([B:15]2[O:19][C:18]([CH3:21])([CH3:20])[C:17]([CH3:23])([CH3:22])[O:16]2)[O:19][C:18]([CH3:21])([CH3:20])[C:17]([CH3:23])([CH3:22])[O:16]1.CC([O-])=O.[K+], predict the reaction product. The product is: [CH3:1][O:2][C:3](=[O:14])[C:4]1[CH:5]=[C:6]([B:15]2[O:19][C:18]([CH3:21])([CH3:20])[C:17]([CH3:23])([CH3:22])[O:16]2)[CH:7]=[C:8]([N+:10]([O-:12])=[O:11])[CH:9]=1. (3) Given the reactants [CH:1]([C:3]1[CH:4]=[C:5]2[C:10](=[CH:11][CH:12]=1)[CH:9]([C:13]([O:15][CH2:16][CH3:17])=[O:14])[N:8]([C:18]([O:20][C:21]([CH3:24])([CH3:23])[CH3:22])=[O:19])[CH2:7][CH2:6]2)=[O:2].[BH4-].[Na+].[Cl-].[NH4+], predict the reaction product. The product is: [OH:2][CH2:1][C:3]1[CH:4]=[C:5]2[C:10](=[CH:11][CH:12]=1)[CH:9]([C:13]([O:15][CH2:16][CH3:17])=[O:14])[N:8]([C:18]([O:20][C:21]([CH3:22])([CH3:24])[CH3:23])=[O:19])[CH2:7][CH2:6]2.